From a dataset of Peptide-MHC class I binding affinity with 185,985 pairs from IEDB/IMGT. Regression. Given a peptide amino acid sequence and an MHC pseudo amino acid sequence, predict their binding affinity value. This is MHC class I binding data. (1) The peptide sequence is EMKYALINL. The MHC is HLA-A02:01 with pseudo-sequence HLA-A02:01. The binding affinity (normalized) is 0.0178. (2) The peptide sequence is LKFSLPFPFLYKFLL. The MHC is HLA-B53:01 with pseudo-sequence HLA-B53:01. The binding affinity (normalized) is 0.101.